Dataset: Catalyst prediction with 721,799 reactions and 888 catalyst types from USPTO. Task: Predict which catalyst facilitates the given reaction. (1) Product: [CH2:32]([NH:34][C:35]([NH:2][CH2:3][CH2:4][C:5]1[C:13]2[C:8](=[CH:9][CH:10]=[C:11]([O:14][CH3:15])[CH:12]=2)[NH:7][C:6]=1[C:16]([NH:18][CH3:19])=[O:17])=[O:36])[CH3:33]. The catalyst class is: 5. Reactant: Cl.[NH2:2][CH2:3][CH2:4][C:5]1[C:13]2[C:8](=[CH:9][CH:10]=[C:11]([O:14][CH3:15])[CH:12]=2)[NH:7][C:6]=1[C:16]([NH:18][CH3:19])=[O:17].O1CCCC1.C(N(CC)CC)C.[CH2:32]([N:34]=[C:35]=[O:36])[CH3:33]. (2) Reactant: Cl[C:2]1[CH:7]=[C:6]([O:8][CH2:9][C:10]#[CH:11])[N:5]=[CH:4][N:3]=1.C(=O)([O-])[O-].[K+].[K+].[Cl:18][C:19]1[CH:24]=[CH:23][C:22]([OH:25])=[CH:21][CH:20]=1.[Cl-].[NH4+]. Product: [Cl:18][C:19]1[CH:24]=[CH:23][C:22]([O:25][C:2]2[CH:7]=[C:6]([O:8][CH2:9][C:10]#[CH:11])[N:5]=[CH:4][N:3]=2)=[CH:21][CH:20]=1. The catalyst class is: 9. (3) Reactant: [OH:1][B:2]([OH:12])[C:3]1[CH:11]=[CH:10][C:6]([C:7]([OH:9])=[O:8])=[CH:5][CH:4]=1.[CH2:13](O)[CH2:14][CH2:15]O. Product: [O:1]1[CH2:15][CH2:14][CH2:13][O:12][B:2]1[C:3]1[CH:11]=[CH:10][C:6]([C:7]([OH:9])=[O:8])=[CH:5][CH:4]=1. The catalyst class is: 11. (4) Reactant: [OH:1][C:2]1[C:3]2[O:15][N:14]=[C:13]([C:16]3[CH:21]=[CH:20][C:19]([O:22][CH3:23])=[CH:18][CH:17]=3)[C:4]=2[CH:5]=[N:6][C:7]=1[C:8](OCC)=[O:9].[NH2:24][CH2:25][C:26]([OH:28])=[O:27].[O-]CC.[Na+].Cl. Product: [OH:1][C:2]1[C:3]2[O:15][N:14]=[C:13]([C:16]3[CH:17]=[CH:18][C:19]([O:22][CH3:23])=[CH:20][CH:21]=3)[C:4]=2[CH:5]=[N:6][C:7]=1[C:8]([NH:24][CH2:25][C:26]([OH:28])=[O:27])=[O:9]. The catalyst class is: 18. (5) Reactant: [C:1]([CH:3]([CH2:9][C:10](=O)[C:11]1[CH:16]=[CH:15][CH:14]=[CH:13][CH:12]=1)[C:4]([O:6][CH2:7][CH3:8])=[O:5])#[N:2].[ClH:18]. Product: [Cl:18][C:1]1[NH:2][C:10]([C:11]2[CH:16]=[CH:15][CH:14]=[CH:13][CH:12]=2)=[CH:9][C:3]=1[C:4]([O:6][CH2:7][CH3:8])=[O:5]. The catalyst class is: 7.